Dataset: Full USPTO retrosynthesis dataset with 1.9M reactions from patents (1976-2016). Task: Predict the reactants needed to synthesize the given product. Given the product [C:30]1([C:3]2[CH:8]=[CH:7][C:6]([C:9]3[C:18]([C:19]4[CH:24]=[CH:23][C:22]([C:4]5[CH:5]=[CH:6][C:9]6[C:66]7=[C:61]8[C:60]([CH:65]=[CH:64][CH:63]=[C:62]8[CH:7]=[CH:8][C:3]=57)=[CH:19][CH:18]=6)=[CH:21][CH:20]=4)=[N:17][C:16]4[C:11](=[CH:12][CH:13]=[CH:14][CH:15]=4)[N:10]=3)=[CH:5][CH:4]=2)[C:43]2[C:44]3=[C:45]4[C:40](=[CH:41][CH:42]=2)[CH:39]=[CH:38][CH:37]=[C:36]4[CH:35]=[CH:34][C:33]3=[CH:32][CH:31]=1, predict the reactants needed to synthesize it. The reactants are: OB(O)[C:3]1[CH:8]=[CH:7][C:6]([C:9]2[C:18]([C:19]3[CH:24]=[CH:23][C:22](B(O)O)=[CH:21][CH:20]=3)=[N:17][C:16]3[C:11](=[CH:12][CH:13]=[CH:14][CH:15]=3)[N:10]=2)=[CH:5][CH:4]=1.Br[C:30]1[C:43]2[C:44]3=[C:45]4[C:40](=[CH:41][CH:42]=2)[CH:39]=[CH:38][CH:37]=[C:36]4[CH:35]=[CH:34][C:33]3=[CH:32][CH:31]=1.[C:61]1([CH3:66])[CH:62]=[CH:63][CH:64]=[CH:65][C:60]=1P([C:60]1[CH:65]=[CH:64][CH:63]=[CH:62][C:61]=1[CH3:66])[C:60]1[CH:65]=[CH:64][CH:63]=[CH:62][C:61]=1[CH3:66].C(=O)([O-])[O-].[K+].[K+].